This data is from Reaction yield outcomes from USPTO patents with 853,638 reactions. The task is: Predict the reaction yield, written as a fraction of the theoretical maximum amount of product (1.0 means a 100% yield; for example, 0.34 means a 34% yield). (1) The reactants are CCN=C=NCCCN(C)C.[CH3:12][C:13]1[CH:18]=[CH:17][C:16]([C:19]2[CH:24]=[C:23]([N:25]3[CH:29]=[N:28][N:27]=[N:26]3)[CH:22]=[C:21]([C:30](O)=[O:31])[CH:20]=2)=[CH:15][CH:14]=1.C1C=CC2N(O)N=NC=2C=1.CN1C(=O)CCC1.[CH3:50][C@H:51]([NH2:59])[CH2:52][N:53]1[CH2:58][CH2:57][O:56][CH2:55][CH2:54]1. The catalyst is C(Cl)Cl. The product is [CH3:50][CH:51]([NH:59][C:30]([C:21]1[CH:20]=[C:19]([C:16]2[CH:17]=[CH:18][C:13]([CH3:12])=[CH:14][CH:15]=2)[CH:24]=[C:23]([N:25]2[CH:29]=[N:28][N:27]=[N:26]2)[CH:22]=1)=[O:31])[CH2:52][N:53]1[CH2:58][CH2:57][O:56][CH2:55][CH2:54]1. The yield is 0.810. (2) The reactants are [CH3:1][S:2]([C:5]1[CH:10]=[CH:9][C:8]([CH:11]([CH2:15][CH:16]2[CH2:21][CH2:20][CH2:19][CH2:18][O:17]2)[C:12](O)=[O:13])=[CH:7][C:6]=1[C:22]([F:25])([F:24])[F:23])(=[O:4])=[O:3].C(Cl)(=O)C(Cl)=O.[NH2:32][C:33]1[CH:38]=[N:37][CH:36]=[CH:35][N:34]=1.N1C(C)=CC=CC=1C. The catalyst is C(Cl)Cl.CN(C)C=O.O1CCCC1.O. The product is [CH3:1][S:2]([C:5]1[CH:10]=[CH:9][C:8]([CH:11]([CH2:15][CH:16]2[CH2:21][CH2:20][CH2:19][CH2:18][O:17]2)[C:12]([NH:32][C:33]2[CH:38]=[N:37][CH:36]=[CH:35][N:34]=2)=[O:13])=[CH:7][C:6]=1[C:22]([F:23])([F:25])[F:24])(=[O:3])=[O:4]. The yield is 0.220. (3) The reactants are [S:1](=[O:32])(=[O:31])([O:3][CH2:4][C@@H:5]1[C@@H:12]2[C@@H:8]([O:9]C(C)(C)[O:11]2)[C@H:7]([N:15]2[C:19]3[N:20]=[CH:21][N:22]=[C:23]([S:24][C:25]4[CH:30]=[CH:29][CH:28]=[CH:27][CH:26]=4)[C:18]=3[CH:17]=[CH:16]2)[CH2:6]1)[NH2:2]. The catalyst is FC(F)(F)C(O)=O.O. The product is [S:1](=[O:32])(=[O:31])([O:3][CH2:4][C@H:5]1[CH2:6][C@@H:7]([N:15]2[C:19]3[N:20]=[CH:21][N:22]=[C:23]([S:24][C:25]4[CH:30]=[CH:29][CH:28]=[CH:27][CH:26]=4)[C:18]=3[CH:17]=[CH:16]2)[C@H:8]([OH:9])[C@@H:12]1[OH:11])[NH2:2]. The yield is 0.570. (4) The reactants are CSC.C([O:11][C:12]1[CH:17]=[CH:16][CH:15]=[CH:14][C:13]=1[CH2:18][C:19]1[CH:24]=[CH:23][C:22]([Cl:25])=[CH:21][CH:20]=1)C1C=CC=CC=1.O. The catalyst is C(Cl)Cl. The product is [Cl:25][C:22]1[CH:21]=[CH:20][C:19]([CH2:18][C:13]2[CH:14]=[CH:15][CH:16]=[CH:17][C:12]=2[OH:11])=[CH:24][CH:23]=1. The yield is 0.940.